Dataset: Forward reaction prediction with 1.9M reactions from USPTO patents (1976-2016). Task: Predict the product of the given reaction. (1) Given the reactants O=[C:2]([CH2:8][C:9](=[O:12])[CH2:10][CH3:11])[C:3]([O:5][CH2:6][CH3:7])=[O:4].Cl.[NH2:14]O, predict the reaction product. The product is: [CH2:10]([C:9]1[O:12][N:14]=[C:2]([C:3]([O:5][CH2:6][CH3:7])=[O:4])[CH:8]=1)[CH3:11]. (2) Given the reactants [NH:1]1[CH2:6][CH2:5][O:4][CH2:3][CH2:2]1.[Cl:7][C:8]1[C:13]([O:14][CH3:15])=[C:12](Cl)[N:11]=[C:10]([C:17]2[CH:22]=[CH:21][C:20]([N+:23]([O-:25])=[O:24])=[CH:19][CH:18]=2)[N:9]=1, predict the reaction product. The product is: [Cl:7][C:8]1[N:9]=[C:10]([C:17]2[CH:22]=[CH:21][C:20]([N+:23]([O-:25])=[O:24])=[CH:19][CH:18]=2)[N:11]=[C:12]([N:1]2[CH2:6][CH2:5][O:4][CH2:3][CH2:2]2)[C:13]=1[O:14][CH3:15]. (3) Given the reactants [F:1][C:2]1[C:3]([C:29]2[CH:34]=[CH:33][CH:32]=[CH:31][CH:30]=2)=[N:4][N:5]([C:7]2[N:28]=[CH:27][CH:26]=[CH:25][C:8]=2[C:9]([NH:11][CH:12]([CH2:18][C:19]2[CH:24]=[CH:23][CH:22]=[CH:21][CH:20]=2)[CH:13]([OH:17])[C:14](O)=[O:15])=[O:10])[CH:6]=1.Cl.[CH3:36][O:37][NH2:38], predict the reaction product. The product is: [F:1][C:2]1[C:3]([C:29]2[CH:34]=[CH:33][CH:32]=[CH:31][CH:30]=2)=[N:4][N:5]([C:7]2[N:28]=[CH:27][CH:26]=[CH:25][C:8]=2[C:9]([NH:11][CH:12]([CH:13]([OH:17])[C:14]([NH:38][O:37][CH3:36])=[O:15])[CH2:18][C:19]2[CH:20]=[CH:21][CH:22]=[CH:23][CH:24]=2)=[O:10])[CH:6]=1. (4) Given the reactants [CH3:1][S:2]([OH:5])(=[O:4])=[O:3].[CH3:6][O:7][C:8]1[CH:13]=[CH:12][C:11]([C:14]2[O:18][C:17]([CH3:20])([CH3:19])[C:16](=[O:21])[C:15]=2[C:22]2[CH:27]=[CH:26][C:25]([O:28][CH2:29][C:30]3[N:31]=[C:32]4[CH:37]=[CH:36][CH:35]=[C:34]([CH3:38])[N:33]4[CH:39]=3)=[CH:24][CH:23]=2)=[CH:10][CH:9]=1, predict the reaction product. The product is: [CH3:1][S:2]([OH:5])(=[O:4])=[O:3].[CH3:6][O:7][C:8]1[CH:9]=[CH:10][C:11]([C:14]2[O:18][C:17]([CH3:20])([CH3:19])[C:16](=[O:21])[C:15]=2[C:22]2[CH:27]=[CH:26][C:25]([O:28][CH2:29][C:30]3[N:31]=[C:32]4[CH:37]=[CH:36][CH:35]=[C:34]([CH3:38])[N:33]4[CH:39]=3)=[CH:24][CH:23]=2)=[CH:12][CH:13]=1. (5) Given the reactants [OH:1][CH2:2][CH:3]([N:5]1[C:9]2=[N:10][CH:11]=[CH:12][CH:13]=[C:8]2[C:7]([C:14]([O:16][C:17]([CH3:20])([CH3:19])[CH3:18])=[O:15])=[C:6]1[CH3:21])[CH3:4], predict the reaction product. The product is: [CH3:21][C:6]1[N:5]([CH:3]([CH3:4])[CH:2]=[O:1])[C:9]2=[N:10][CH:11]=[CH:12][CH:13]=[C:8]2[C:7]=1[C:14]([O:16][C:17]([CH3:18])([CH3:20])[CH3:19])=[O:15]. (6) Given the reactants [C:1]([C:4]1[CH:13]=[CH:12][CH:11]=[C:10]2[C:5]=1[CH2:6][CH2:7][N:8]1[C:18](=[O:19])[CH2:17][N:16]=[C:15]([N:20]3[CH:24]=[C:23]([CH2:25][CH3:26])[N:22]=[CH:21]3)[CH:14]=[C:9]12)(=[O:3])[CH3:2].[BH3-]C#N.[Na+], predict the reaction product. The product is: [CH2:25]([C:23]1[N:22]=[CH:21][N:20]([C:15]2[CH:14]=[C:9]3[C:10]4[C:5]([CH2:6][CH2:7][N:8]3[C:18](=[O:19])[CH2:17][N:16]=2)=[C:4]([CH:1]([OH:3])[CH3:2])[CH:13]=[CH:12][CH:11]=4)[CH:24]=1)[CH3:26]. (7) Given the reactants [CH2:1]([C:5]1[CH:10]=[CH:9][C:8]([C:11]2[O:15][N:14]=[C:13]([C:16]3[S:17][C:18]4[CH2:24][CH2:23][CH2:22][CH:21]([N:25]5[CH2:28][CH:27]([C:29]([O:31]CC)=[O:30])[CH2:26]5)[C:19]=4[CH:20]=3)[N:12]=2)=[CH:7][CH:6]=1)[CH:2]([CH3:4])[CH3:3].O.[OH-].[Li+].C(O)(=O)C, predict the reaction product. The product is: [CH2:1]([C:5]1[CH:10]=[CH:9][C:8]([C:11]2[O:15][N:14]=[C:13]([C:16]3[S:17][C:18]4[CH2:24][CH2:23][CH2:22][CH:21]([N:25]5[CH2:28][CH:27]([C:29]([OH:31])=[O:30])[CH2:26]5)[C:19]=4[CH:20]=3)[N:12]=2)=[CH:7][CH:6]=1)[CH:2]([CH3:4])[CH3:3].